From a dataset of Catalyst prediction with 721,799 reactions and 888 catalyst types from USPTO. Predict which catalyst facilitates the given reaction. Reactant: [Cl:1][C:2]1[CH:7]=[CH:6][CH:5]=[CH:4][C:3]=1[CH:8]1[C:13]([C:14]#[N:15])=[C:12]([CH:16]2[CH2:21][CH2:20][N:19](OC(C)(C)C)[C:18](=C=O)[CH2:17]2)[NH:11][C:10]2=[N:29][NH:30][CH:31]=[C:9]12. Product: [ClH:1].[Cl:1][C:2]1[CH:7]=[CH:6][CH:5]=[CH:4][C:3]=1[CH:8]1[C:13]([C:14]#[N:15])=[C:12]([CH:16]2[CH2:17][CH2:18][NH:19][CH2:20][CH2:21]2)[NH:11][C:10]2=[N:29][NH:30][CH:31]=[C:9]12. The catalyst class is: 393.